This data is from Reaction yield outcomes from USPTO patents with 853,638 reactions. The task is: Predict the reaction yield, written as a fraction of the theoretical maximum amount of product (1.0 means a 100% yield; for example, 0.34 means a 34% yield). (1) The reactants are Cl[C:2]1[C:7]([C:8]#[N:9])=[C:6]([Cl:10])[N:5]=[C:4]([S:11][CH3:12])[N:3]=1.[NH2:13][C:14]1[CH:19]=[CH:18][CH:17]=[CH:16][CH:15]=1. The catalyst is CCO.CCOCC. The product is [Cl:10][C:6]1[C:7]([C:8]#[N:9])=[C:2]([NH:13][C:14]2[CH:19]=[CH:18][CH:17]=[CH:16][CH:15]=2)[N:3]=[C:4]([S:11][CH3:12])[N:5]=1. The yield is 0.590. (2) The reactants are [CH3:1][C:2]1[N:3]=[CH:4][C:5]([CH2:8][NH:9][S:10]([NH:13]C(=O)OCC2C=CC=CC=2)(=[O:12])=[O:11])=[N:6][CH:7]=1. The catalyst is CO.[C].[Pd]. The product is [CH3:1][C:2]1[N:3]=[CH:4][C:5]([CH2:8][NH:9][S:10]([NH2:13])(=[O:12])=[O:11])=[N:6][CH:7]=1. The yield is 0.720. (3) The reactants are C([Si](C)(C)[O:6][CH2:7][C@H:8]([CH2:19][N:20]1[CH:25]=[CH:24][C:23]([NH2:26])=[N:22][C:21]1=[O:27])[C@H:9]([O:11][Si](C(C)(C)C)(C)C)[CH3:10])(C)(C)C.CN(C=O)C.C(OC(=O)C)(=O)C. The catalyst is C(N(CC)CC)C. The product is [NH2:26][C:23]1[CH:24]=[CH:25][N:20]([CH2:19][C@H:8]([C@H:9]([OH:11])[CH3:10])[CH2:7][OH:6])[C:21](=[O:27])[N:22]=1. The yield is 0.990. (4) The reactants are [C:1]([O:5][C:6]([C:8]1([S:14]([N:17]2[CH2:22][CH2:21][CH:20]([OH:23])[CH2:19][CH2:18]2)(=[O:16])=[O:15])[CH2:13][CH2:12][O:11][CH2:10][CH2:9]1)=[O:7])([CH3:4])([CH3:3])[CH3:2].I[CH2:25][CH2:26][CH2:27][CH2:28][CH2:29][CH3:30].[OH-].[K+]. The catalyst is [Br-].C([N+](CCCC)(CCCC)CCCC)CCC.C(Cl)Cl. The product is [C:1]([O:5][C:6]([C:8]1([S:14]([N:17]2[CH2:22][CH2:21][CH:20]([O:23][CH2:25][CH2:26][CH2:27][CH2:28][CH2:29][CH3:30])[CH2:19][CH2:18]2)(=[O:16])=[O:15])[CH2:13][CH2:12][O:11][CH2:10][CH2:9]1)=[O:7])([CH3:4])([CH3:2])[CH3:3]. The yield is 0.670.